From a dataset of Reaction yield outcomes from USPTO patents with 853,638 reactions. Predict the reaction yield, written as a fraction of the theoretical maximum amount of product (1.0 means a 100% yield; for example, 0.34 means a 34% yield). (1) The reactants are [F:1][C:2]1[CH:7]=[CH:6][C:5]([C:8](=[CH:12][C:13]2[CH:18]=[CH:17][C:16]([S:19][CH3:20])=[CH:15][CH:14]=2)[C:9](O)=[O:10])=[CH:4][CH:3]=1.CC[N:23]=C=NCCCN(C)C.C1C=CC2N(O)N=NC=2C=1.C(N(CC)CC)C. The catalyst is CN(C=O)C.O. The product is [F:1][C:2]1[CH:7]=[CH:6][C:5]([C:8](=[CH:12][C:13]2[CH:18]=[CH:17][C:16]([S:19][CH3:20])=[CH:15][CH:14]=2)[C:9]([NH2:23])=[O:10])=[CH:4][CH:3]=1. The yield is 0.670. (2) The reactants are I[CH2:2][C@@H:3]([CH3:16])[CH2:4][N:5]1[C:10]2[CH:11]=[CH:12][CH:13]=[CH:14][C:9]=2[O:8][CH2:7][C:6]1=[O:15].[CH:17](=[C:21]1[CH2:26][CH2:25][NH:24][CH2:23][CH2:22]1)[CH2:18][CH2:19][CH3:20]. The catalyst is CC#N. The product is [CH:17](=[C:21]1[CH2:26][CH2:25][N:24]([CH2:2][C@@H:3]([CH3:16])[CH2:4][N:5]2[C:10]3[CH:11]=[CH:12][CH:13]=[CH:14][C:9]=3[O:8][CH2:7][C:6]2=[O:15])[CH2:23][CH2:22]1)[CH2:18][CH2:19][CH3:20]. The yield is 0.640. (3) The reactants are [Cl:1][C:2]1[C:11]2[C:6](=[CH:7][CH:8]=[CH:9][CH:10]=2)[CH:5]=[CH:4][C:3]=1[O:12][CH2:13][C:14]([CH3:17])([NH2:16])[CH3:15].[S:18]1[CH:22]=[CH:21][CH:20]=[C:19]1[CH:23]=O. No catalyst specified. The product is [Cl:1][C:2]1[C:11]2[C:6](=[CH:7][CH:8]=[CH:9][CH:10]=2)[CH:5]=[CH:4][C:3]=1[O:12][CH2:13][C:14]([CH3:17])([NH:16][CH2:23][C:19]1[S:18][CH:22]=[CH:21][CH:20]=1)[CH3:15]. The yield is 0.400. (4) The reactants are CON(C)[C:4]([C:6]1[C:7]([NH2:15])=[N:8][C:9]([S:12][CH2:13][CH3:14])=[N:10][CH:11]=1)=[O:5].[F:17][C:18]1[CH:23]=[CH:22][CH:21]=[C:20]([F:24])[C:19]=1[Li].BrC1C(F)=CC=CC=1F. No catalyst specified. The product is [NH2:15][C:7]1[C:6]([C:4]([C:19]2[C:18]([F:17])=[CH:23][CH:22]=[CH:21][C:20]=2[F:24])=[O:5])=[CH:11][N:10]=[C:9]([S:12][CH2:13][CH3:14])[N:8]=1. The yield is 0.700. (5) The reactants are CS([O:5][CH:6]1[CH2:11][CH2:10][N:9]([C:12]([O:14][C:15]([CH3:18])([CH3:17])[CH3:16])=[O:13])[CH2:8][CH2:7]1)(=O)=O.[F:19][C:20]([F:30])([F:29])[O:21][C:22]1[CH:27]=[CH:26][CH:25]=[CH:24][C:23]=1O.[OH-].[Na+]. The catalyst is O.C1(C)C=CC=CC=1. The product is [F:19][C:20]([F:29])([F:30])[O:21][C:22]1[CH:27]=[CH:26][C:25]([O:5][CH:6]2[CH2:11][CH2:10][N:9]([C:12]([O:14][C:15]([CH3:18])([CH3:17])[CH3:16])=[O:13])[CH2:8][CH2:7]2)=[CH:24][CH:23]=1. The yield is 0.660. (6) The reactants are [OH:1][CH:2]([C:11]1[CH:16]=[CH:15][C:14]([C:17]2[N:21]=[C:20]([C:22]3[O:26][N:25]=[C:24]([C:27]4[CH:32]=[CH:31][CH:30]=[CH:29][CH:28]=4)[C:23]=3[C:33]([F:36])([F:35])[F:34])[O:19][N:18]=2)=[CH:13][CH:12]=1)[C:3]([NH:5][CH2:6][CH2:7][C:8](O)=[O:9])=[O:4].Cl.[CH:38]1([NH2:41])[CH2:40][CH2:39]1.CN1CCOCC1.CN(C(ON1N=NC2C=CC=NC1=2)=[N+](C)C)C.F[P-](F)(F)(F)(F)F. The catalyst is CN(C=O)C. The product is [CH:38]1([NH:41][C:8](=[O:9])[CH2:7][CH2:6][NH:5][C:3](=[O:4])[CH:2]([OH:1])[C:11]2[CH:12]=[CH:13][C:14]([C:17]3[N:21]=[C:20]([C:22]4[O:26][N:25]=[C:24]([C:27]5[CH:32]=[CH:31][CH:30]=[CH:29][CH:28]=5)[C:23]=4[C:33]([F:36])([F:34])[F:35])[O:19][N:18]=3)=[CH:15][CH:16]=2)[CH2:40][CH2:39]1. The yield is 0.355.